Dataset: Forward reaction prediction with 1.9M reactions from USPTO patents (1976-2016). Task: Predict the product of the given reaction. (1) Given the reactants [F:1][C:2]1[CH:3]=[N:4][C:5]2[C:10]([C:11]=1[CH2:12][CH2:13][C:14]13[CH2:21][CH2:20][C:17]([NH:22][C:23](=[O:29])[O:24][C:25]([CH3:28])([CH3:27])[CH3:26])([CH2:18][CH2:19]1)[CH2:16][O:15]3)=[N:9][C:8]([OH:30])=[CH:7][CH:6]=2.Br[CH2:32][C@@H:33]1[C@@H:36]([NH:37][C:38](=[O:47])[O:39][CH2:40][C:41]2[CH:46]=[CH:45][CH:44]=[CH:43][CH:42]=2)[CH2:35][O:34]1, predict the reaction product. The product is: [CH2:40]([O:39][C:38]([NH:37][C@H:36]1[CH2:35][O:34][C@@H:33]1[CH2:32][O:30][C:8]1[N:9]=[C:10]2[C:5](=[CH:6][CH:7]=1)[N:4]=[CH:3][C:2]([F:1])=[C:11]2[CH2:12][CH2:13][C:14]12[CH2:19][CH2:18][C:17]([NH:22][C:23](=[O:29])[O:24][C:25]([CH3:27])([CH3:26])[CH3:28])([CH2:20][CH2:21]1)[CH2:16][O:15]2)=[O:47])[C:41]1[CH:42]=[CH:43][CH:44]=[CH:45][CH:46]=1. (2) Given the reactants [F:1][C:2]1[CH:33]=[CH:32][C:5]([C:6](/[N:8]=[C:9]2\[NH:10][C:11]3[CH:29]=[CH:28][C:27]([CH2:30]O)=[CH:26][C:12]=3[N:13]\2[C@H:14]2[CH2:19][CH2:18][C@@H:17]([C:20](=[O:25])[NH:21][CH:22]([CH3:24])[CH3:23])[CH2:16][CH2:15]2)=[O:7])=[CH:4][CH:3]=1.[NH:34]1[CH2:39][CH2:38][S:37](=[O:41])(=[O:40])[CH2:36][CH2:35]1, predict the reaction product. The product is: [O:40]=[S:37]1(=[O:41])[CH2:38][CH2:39][N:34]([CH2:30][C:27]2[CH:28]=[CH:29][C:11]3[NH:10]/[C:9](=[N:8]\[C:6](=[O:7])[C:5]4[CH:4]=[CH:3][C:2]([F:1])=[CH:33][CH:32]=4)/[N:13]([C@H:14]4[CH2:15][CH2:16][C@@H:17]([C:20](=[O:25])[NH:21][CH:22]([CH3:23])[CH3:24])[CH2:18][CH2:19]4)[C:12]=3[CH:26]=2)[CH2:35][CH2:36]1.[C:6]([NH2:8])(=[O:7])[C:5]1[CH:32]=[CH:33][CH:2]=[CH:3][CH:4]=1. (3) Given the reactants [NH2:1][C:2]1[CH:3]=[N:4][CH:5]=[CH:6][CH:7]=1.C([Li])CCC.CS([C:16]1[N:25]=[CH:24][C:23]2[CH2:22][CH2:21][C:20]3[C:26]([O:30][CH3:31])=[CH:27][CH:28]=[CH:29][C:19]=3[C:18]=2[N:17]=1)=O.C(OCC)(=O)C, predict the reaction product. The product is: [CH3:31][O:30][C:26]1[C:20]2[CH2:21][CH2:22][C:23]3[CH:24]=[N:25][C:16]([NH:1][C:2]4[CH:3]=[N:4][CH:5]=[CH:6][CH:7]=4)=[N:17][C:18]=3[C:19]=2[CH:29]=[CH:28][CH:27]=1. (4) The product is: [NH2:1][C:5](=[O:4])[CH2:6][C:7]1[C:15]2[C:10](=[CH:11][CH:12]=[CH:13][CH:14]=2)[N:9]([CH:16]2[CH2:17][CH2:18][N:19]([C:22]([O:24][C:25]([CH3:28])([CH3:27])[CH3:26])=[O:23])[CH2:20][CH2:21]2)[N:8]=1. Given the reactants [NH3:1].C([O:4][C:5](=O)[CH2:6][C:7]1[C:15]2[C:10](=[CH:11][CH:12]=[CH:13][CH:14]=2)[N:9]([CH:16]2[CH2:21][CH2:20][N:19]([C:22]([O:24][C:25]([CH3:28])([CH3:27])[CH3:26])=[O:23])[CH2:18][CH2:17]2)[N:8]=1)C, predict the reaction product. (5) Given the reactants [F:1][C:2]1[CH:3]=[C:4]([CH2:9][C:10]([OH:12])=[O:11])[CH:5]=[C:6]([OH:8])[CH:7]=1.[Cl:13][C:14]1[CH:19]=[C:18]([S:20]([CH2:23][CH3:24])(=[O:22])=[O:21])[CH:17]=[CH:16][C:15]=1F, predict the reaction product. The product is: [Cl:13][C:14]1[CH:19]=[C:18]([S:20]([CH2:23][CH3:24])(=[O:22])=[O:21])[CH:17]=[CH:16][C:15]=1[O:8][C:6]1[CH:5]=[C:4]([CH2:9][C:10]([OH:12])=[O:11])[CH:3]=[C:2]([F:1])[CH:7]=1.